This data is from Catalyst prediction with 721,799 reactions and 888 catalyst types from USPTO. The task is: Predict which catalyst facilitates the given reaction. (1) Reactant: [Cl:1][C:2]1[CH:7]=[CH:6][C:5]([C:8]([C:11]2[C:19]3[C:14](=[CH:15][CH:16]=[CH:17][CH:18]=3)[NH:13][N:12]=2)([CH3:10])[CH3:9])=[CH:4][CH:3]=1.C(=O)([O-])[O-].[Cs+].[Cs+].Br[CH2:27][C:28]([O:30][C:31]([CH3:34])([CH3:33])[CH3:32])=[O:29]. Product: [Cl:1][C:2]1[CH:7]=[CH:6][C:5]([C:8]([C:11]2[C:19]3[C:14](=[CH:15][CH:16]=[CH:17][CH:18]=3)[N:13]([CH2:27][C:28]([O:30][C:31]([CH3:34])([CH3:33])[CH3:32])=[O:29])[N:12]=2)([CH3:10])[CH3:9])=[CH:4][CH:3]=1. The catalyst class is: 3. (2) Reactant: [NH2:1][C:2]1[CH:11]=[C:10]([CH3:12])[C:9]([N+:13]([O-:15])=[O:14])=[CH:8][C:3]=1[C:4]([O:6][CH3:7])=[O:5].[Cl:16][C:17]1[S:21][C:20]([C:22](Cl)=[O:23])=[CH:19][CH:18]=1. Product: [Cl:16][C:17]1[S:21][C:20]([C:22]([NH:1][C:2]2[CH:11]=[C:10]([CH3:12])[C:9]([N+:13]([O-:15])=[O:14])=[CH:8][C:3]=2[C:4]([O:6][CH3:7])=[O:5])=[O:23])=[CH:19][CH:18]=1. The catalyst class is: 6.